Dataset: Retrosynthesis with 50K atom-mapped reactions and 10 reaction types from USPTO. Task: Predict the reactants needed to synthesize the given product. (1) Given the product CCOC(=O)c1cc2cc(Cn3cc(C(O)(CC)C(F)(F)F)nn3)ccn2c1-c1ccc(OCC)nc1, predict the reactants needed to synthesize it. The reactants are: C#CC(O)(CC)C(F)(F)F.CCOC(=O)c1cc2cc(CN=[N+]=[N-])ccn2c1-c1ccc(OCC)nc1. (2) Given the product NC[C@H]1CC[C@H](c2nc(-c3ccc(Oc4ccccc4)cc3)c3c(N)ncnn32)CC1, predict the reactants needed to synthesize it. The reactants are: Nc1ncnn2c1c(-c1ccc(Oc3ccccc3)cc1)nc2[C@H]1CC[C@H](CNC(=O)OCc2ccccc2)CC1. (3) Given the product FC(F)(F)CSc1ccc(Cl)cc1, predict the reactants needed to synthesize it. The reactants are: FC(F)(F)CCl.Sc1ccc(Cl)cc1. (4) Given the product COCc1ccc2ccc(CN3CCC(NC(=O)c4ccc(OC)c(F)c4)CC3)cc2c1, predict the reactants needed to synthesize it. The reactants are: COCc1ccc2ccc(CN3CCC(N)CC3)cc2c1.COc1ccc(C(=O)O)cc1F. (5) Given the product O=C(c1cc(O)nc(O)n1)N1CCOc2ccncc21, predict the reactants needed to synthesize it. The reactants are: O=C(O)c1cc(O)nc(O)n1.c1cc2c(cn1)NCCO2. (6) Given the product N#Cc1cccnc1N1CCN(C(=O)c2cccc(-c3noc(C(F)(F)F)n3)c2)CC1, predict the reactants needed to synthesize it. The reactants are: N#Cc1cccnc1N1CCNCC1.O=C(O)c1cccc(-c2noc(C(F)(F)F)n2)c1. (7) Given the product CC(C)S(=O)(=NC#N)c1ccc(CN)cc1, predict the reactants needed to synthesize it. The reactants are: CC(C)S(=O)(=NC#N)c1ccc(CN2C(=O)c3ccccc3C2=O)cc1.CS(=O)(=NC#N)c1ccc(CN)cc1. (8) The reactants are: Clc1ncnc2[nH]ccc12.NC1(c2ccc(Cl)cc2)CCNCC1. Given the product NC1(c2ccc(Cl)cc2)CCN(c2ncnc3[nH]ccc23)CC1, predict the reactants needed to synthesize it. (9) Given the product C[C@H](NC(=O)OCc1ccccc1)C(O)c1cc(C(F)(F)F)cc(C(F)(F)F)c1, predict the reactants needed to synthesize it. The reactants are: C[C@H](NC(=O)OCc1ccccc1)C(=O)c1cc(C(F)(F)F)cc(C(F)(F)F)c1. (10) Given the product C=CC[C@@H](NC(=O)N1C(=O)C(CC)(CC)[C@@H]1Oc1ccc(C(=O)CCC#N)cc1)c1ccc(C)cc1, predict the reactants needed to synthesize it. The reactants are: C=CC[C@@H](N=C=O)c1ccc(C)cc1.CCC1(CC)C(=O)NC1Oc1ccc(C(=O)CCC#N)cc1.